From a dataset of Peptide-MHC class I binding affinity with 185,985 pairs from IEDB/IMGT. Regression. Given a peptide amino acid sequence and an MHC pseudo amino acid sequence, predict their binding affinity value. This is MHC class I binding data. (1) The peptide sequence is TVFYNIPPM. The binding affinity (normalized) is 0.213. The MHC is HLA-A11:01 with pseudo-sequence HLA-A11:01. (2) The binding affinity (normalized) is 0.963. The peptide sequence is FVFSTSFYL. The MHC is HLA-A02:02 with pseudo-sequence HLA-A02:02. (3) The peptide sequence is RPPRRGDKF. The MHC is HLA-A26:01 with pseudo-sequence HLA-A26:01. The binding affinity (normalized) is 0.0847. (4) The peptide sequence is STNTLPTEY. The MHC is HLA-B15:01 with pseudo-sequence HLA-B15:01. The binding affinity (normalized) is 0.0847. (5) The peptide sequence is KKPRNFPMAQ. The MHC is Mamu-B08 with pseudo-sequence Mamu-B08. The binding affinity (normalized) is 0.203. (6) The peptide sequence is KRSQDSPLK. The MHC is HLA-A26:01 with pseudo-sequence HLA-A26:01. The binding affinity (normalized) is 0.0847.